Predict the reactants needed to synthesize the given product. From a dataset of Full USPTO retrosynthesis dataset with 1.9M reactions from patents (1976-2016). (1) The reactants are: N#N.[N+:3]([C:6]1[CH:10]=[N:9][N:8]([CH2:11][C:12]2[S:13][CH:14]=[C:15]([C:17](OC)=[O:18])[N:16]=2)[N:7]=1)([O-:5])=[O:4].CC(C[AlH]CC(C)C)C.[C@H](O)(C([O-])=O)[C@@H](O)C([O-])=O.[Na+].[K+]. Given the product [N+:3]([C:6]1[CH:10]=[N:9][N:8]([CH2:11][C:12]2[S:13][CH:14]=[C:15]([CH2:17][OH:18])[N:16]=2)[N:7]=1)([O-:5])=[O:4], predict the reactants needed to synthesize it. (2) Given the product [OH:26][C@@H:10]([C@@H:9]([NH:8][C:6](=[O:7])[C:52]1[CH:51]=[CH:47][CH:46]=[C:45]([C:43](=[O:44])[N:42]([CH3:41])[CH2:54][C:55]2[S:56][CH:57]=[C:58]([CH3:60])[N:59]=2)[CH:53]=1)[CH2:27][C:28]1[CH:33]=[CH:32][CH:31]=[CH:30][CH:29]=1)[CH2:11][NH:12][CH2:13][C:14]1[CH:15]=[C:16]([CH:21]=[C:22]([O:24][CH3:25])[CH:23]=1)[C:17]([O:19][CH3:20])=[O:18], predict the reactants needed to synthesize it. The reactants are: C(O[C:6]([NH:8][C@@H:9]([CH2:27][C:28]1[CH:33]=[CH:32][CH:31]=[CH:30][CH:29]=1)[C@H:10]([OH:26])[CH2:11][NH:12][CH2:13][C:14]1[CH:15]=[C:16]([CH:21]=[C:22]([O:24][CH3:25])[CH:23]=1)[C:17]([O:19][CH3:20])=[O:18])=[O:7])(C)(C)C.C(O)(C(F)(F)F)=O.[CH3:41][N:42]([CH2:54][C:55]1[S:56][CH:57]=[C:58]([CH3:60])[N:59]=1)[C:43]([C:45]1[CH:46]=[C:47]([CH:51]=[CH:52][CH:53]=1)C(O)=O)=[O:44].C(Cl)CCl.C1C=CC2N(O)N=NC=2C=1.